Dataset: Reaction yield outcomes from USPTO patents with 853,638 reactions. Task: Predict the reaction yield, written as a fraction of the theoretical maximum amount of product (1.0 means a 100% yield; for example, 0.34 means a 34% yield). (1) The reactants are [F:1][C:2]([F:15])([F:14])[C:3]([C:5]1[C:13]2[C:8](=[N:9][CH:10]=[CH:11][CH:12]=2)[NH:7][CH:6]=1)=[O:4].[H-].[Na+].[CH3:18][N:19]([CH3:24])[S:20](Cl)(=[O:22])=[O:21]. The catalyst is CN(C=O)C.C(=O)(O)[O-].[Na+]. The product is [CH3:18][N:19]([CH3:24])[S:20]([N:7]1[C:8]2=[N:9][CH:10]=[CH:11][CH:12]=[C:13]2[C:5]([C:3](=[O:4])[C:2]([F:1])([F:14])[F:15])=[CH:6]1)(=[O:22])=[O:21]. The yield is 0.540. (2) The product is [Cl:1][C:2]1[CH:7]=[CH:6][CH:5]=[C:4]([Cl:8])[C:3]=1[C:9]1[NH:14][C:13](=[O:15])[C:12]([C:32]([NH:33][CH2:40][C:41]([OH:43])=[O:42])=[O:51])=[C:11]([OH:16])[N:10]=1. The yield is 0.410. The reactants are [Cl:1][C:2]1[CH:7]=[CH:6][CH:5]=[C:4]([Cl:8])[C:3]=1[C:9]1[NH:10][C:11]([OH:16])=[CH:12][C:13](=[O:15])[N:14]=1.C[Al](C)C.CCCCCC.[Cl-].[NH4+].ClC1C=CC=C(Cl)C=1[C:32]#[N:33].C(OCC)(=O)[CH2:40][C:41]([O:43]CC)=[O:42].C[O-:51].[Na+].CO. The catalyst is O.COCCO.C1(C)C=CC=CC=1. (3) The reactants are S(Cl)(Cl)=O.[CH3:5][C:6]1[S:10][C:9]([C:11]([OH:13])=[O:12])=[CH:8][CH:7]=1.[CH3:14]O. The catalyst is CCOC(C)=O. The product is [CH3:14][O:12][C:11]([C:9]1[S:10][C:6]([CH3:5])=[CH:7][CH:8]=1)=[O:13]. The yield is 0.970. (4) The reactants are [CH3:1][C:2]1[N:37]=[C:5]2[N:6]([CH2:33][C:34](=O)[CH3:35])[C:7](=[O:32])[C:8]([CH2:13][C:14]3[CH:19]=[CH:18][C:17]([C:20]4[CH:25]=[CH:24][CH:23]=[CH:22][C:21]=4[C:26]4[NH:30][C:29](=[O:31])[O:28][N:27]=4)=[CH:16][CH:15]=3)=[C:9]([CH2:10][CH2:11][CH3:12])[N:4]2[N:3]=1.Cl.[NH2:39][O:40][CH3:41].N1C=CC=CC=1.Cl. The catalyst is O.C(OCC)(=O)C. The product is [CH3:41][O:40]/[N:39]=[C:34](\[CH3:35])/[CH2:33][N:6]1[C:7](=[O:32])[C:8]([CH2:13][C:14]2[CH:19]=[CH:18][C:17]([C:20]3[CH:25]=[CH:24][CH:23]=[CH:22][C:21]=3[C:26]3[NH:30][C:29](=[O:31])[O:28][N:27]=3)=[CH:16][CH:15]=2)=[C:9]([CH2:10][CH2:11][CH3:12])[N:4]2[N:3]=[C:2]([CH3:1])[N:37]=[C:5]12. The yield is 0.340. (5) The reactants are [CH:1]1([C:4]2[C:5]([NH:24][S:25]([CH3:28])(=[O:27])=[O:26])=[CH:6][C:7]3[O:11][C:10]([C:12]4[CH:17]=[CH:16][C:15]([F:18])=[CH:14][CH:13]=4)=[C:9]([C:19]([NH:21][CH3:22])=[O:20])[C:8]=3[CH:23]=2)[CH2:3][CH2:2]1.[F:29][CH:30]([F:41])[C:31]1[CH:36]=[C:35](F)[CH:34]=[CH:33][C:32]=1[N+:38]([O-:40])=[O:39].C([O-])([O-])=O.[K+].[K+]. The catalyst is CN(P(N(C)C)(N(C)C)=O)C.CCOC(C)=O.O. The product is [CH:1]1([C:4]2[C:5]([N:24]([C:35]3[CH:34]=[CH:33][C:32]([N+:38]([O-:40])=[O:39])=[C:31]([CH:30]([F:29])[F:41])[CH:36]=3)[S:25]([CH3:28])(=[O:27])=[O:26])=[CH:6][C:7]3[O:11][C:10]([C:12]4[CH:17]=[CH:16][C:15]([F:18])=[CH:14][CH:13]=4)=[C:9]([C:19]([NH:21][CH3:22])=[O:20])[C:8]=3[CH:23]=2)[CH2:3][CH2:2]1. The yield is 0.970. (6) The reactants are [N-:1]=[N+]=[N-].[Na+].[C:5]1(=[O:15])[C:14]2[C:9](=[CH:10][CH:11]=[CH:12][CH:13]=2)[CH2:8][CH2:7][CH2:6]1.[OH-].[Na+]. The catalyst is CS(O)(=O)=O. The product is [NH:1]1[C:14]2[CH:13]=[CH:12][CH:11]=[CH:10][C:9]=2[CH2:8][CH2:7][CH2:6][C:5]1=[O:15]. The yield is 0.850. (7) The reactants are [Br:1][C:2]1[CH:7]=[CH:6][C:5]([OH:8])=[C:4](I)[CH:3]=1.[CH3:10][O:11][C:12]1[CH:17]=[CH:16][C:15]([C:18]#[CH:19])=[CH:14][CH:13]=1.O. The catalyst is CN(C=O)C.C(NCC)C.[Cu]I. The product is [Br:1][C:2]1[CH:7]=[CH:6][C:5]2[O:8][C:18]([C:15]3[CH:16]=[CH:17][C:12]([O:11][CH3:10])=[CH:13][CH:14]=3)=[CH:19][C:4]=2[CH:3]=1. The yield is 0.450. (8) The reactants are [Cl:1][C:2]1[CH:3]=[CH:4][C:5]([S:9][CH3:10])=[C:6]([NH2:8])[CH:7]=1.[Cl:11][C:12]1[CH:17]=[CH:16][C:15]([S:18](Cl)(=[O:20])=[O:19])=[CH:14][C:13]=1[CH3:22]. No catalyst specified. The product is [Cl:11][C:12]1[CH:17]=[CH:16][C:15]([S:18]([NH:8][C:6]2[CH:7]=[C:2]([Cl:1])[CH:3]=[CH:4][C:5]=2[S:9][CH3:10])(=[O:20])=[O:19])=[CH:14][C:13]=1[CH3:22]. The yield is 0.590.